This data is from Full USPTO retrosynthesis dataset with 1.9M reactions from patents (1976-2016). The task is: Predict the reactants needed to synthesize the given product. (1) Given the product [Br:6][C:7]1[C:15]2[N:14]=[C:13]([CH:16]3[CH2:18][CH2:17]3)[N:12]([CH2:23][C:24]3[CH:29]=[CH:28][CH:27]=[C:26]([C:30]([F:31])([F:32])[F:33])[C:25]=3[CH3:34])[C:11]=2[CH:10]=[C:9]([N+:19]([O-:21])=[O:20])[CH:8]=1, predict the reactants needed to synthesize it. The reactants are: CN(C=O)C.[Br:6][C:7]1[C:15]2[N:14]=[C:13]([CH:16]3[CH2:18][CH2:17]3)[NH:12][C:11]=2[CH:10]=[C:9]([N+:19]([O-:21])=[O:20])[CH:8]=1.Br[CH2:23][C:24]1[CH:29]=[CH:28][CH:27]=[C:26]([C:30]([F:33])([F:32])[F:31])[C:25]=1[CH3:34].C(=O)([O-])[O-].[K+].[K+]. (2) Given the product [N:2]1[N:3]=[CH:4][N:5]2[CH:10]=[CH:9][N:8]=[C:7]([N:11]3[CH2:15][CH2:14][C@H:13]([NH:16][C:28]([C:25]4[N:26]=[CH:27][N:23]([C:17]5[CH:18]=[CH:19][CH:20]=[CH:21][CH:22]=5)[N:24]=4)=[O:29])[CH2:12]3)[C:6]=12, predict the reactants needed to synthesize it. The reactants are: Cl.[N:2]1[N:3]=[CH:4][N:5]2[CH:10]=[CH:9][N:8]=[C:7]([N:11]3[CH2:15][CH2:14][C@H:13]([NH2:16])[CH2:12]3)[C:6]=12.[C:17]1([N:23]2[CH:27]=[N:26][C:25]([C:28](O)=[O:29])=[N:24]2)[CH:22]=[CH:21][CH:20]=[CH:19][CH:18]=1.C(N(CC)C(C)C)C.CN(C(ON1N=NC2C=CC=NC1=2)=[N+](C)C)C.F[P-](F)(F)(F)(F)F.